Dataset: Catalyst prediction with 721,799 reactions and 888 catalyst types from USPTO. Task: Predict which catalyst facilitates the given reaction. (1) Product: [CH3:9][O:10][C:11]1[CH:16]=[C:15]([N+:17]([O-:19])=[O:18])[CH:14]=[CH:13][C:12]=1[O:8][CH2:7][C:2]1[CH:3]=[N:4][CH:5]=[CH:6][N:1]=1. The catalyst class is: 4. Reactant: [N:1]1[CH:6]=[CH:5][N:4]=[CH:3][C:2]=1[CH2:7][OH:8].[CH3:9][O:10][C:11]1[CH:16]=[C:15]([N+:17]([O-:19])=[O:18])[CH:14]=[CH:13][C:12]=1O.C1(P(C2C=CC=CC=2)C2C=CC=CC=2)C=CC=CC=1. (2) Reactant: [OH:1][CH:2]([CH2:18][CH2:19][CH2:20][CH2:21][CH2:22][CH3:23])[CH2:3][CH2:4][CH2:5][CH2:6][CH2:7][CH2:8][CH2:9][CH2:10][CH2:11][CH2:12][C:13]([O:15][CH2:16][CH3:17])=[O:14].N1C=CC=CC=1.[C:30](Cl)(=[O:48])[CH2:31][CH2:32][CH2:33][CH2:34][CH2:35][CH2:36][CH2:37][CH2:38][CH2:39][CH2:40][CH2:41][CH2:42][CH2:43][CH2:44][CH2:45][CH2:46][CH3:47].O. Product: [C:30]([O:1][CH:2]([CH2:18][CH2:19][CH2:20][CH2:21][CH2:22][CH3:23])[CH2:3][CH2:4][CH2:5][CH2:6][CH2:7][CH2:8][CH2:9][CH2:10][CH2:11][CH2:12][C:13]([O:15][CH2:16][CH3:17])=[O:14])(=[O:48])[CH2:31][CH2:32][CH2:33][CH2:34][CH2:35][CH2:36][CH2:37][CH2:38][CH2:39][CH2:40][CH2:41][CH2:42][CH2:43][CH2:44][CH2:45][CH2:46][CH3:47]. The catalyst class is: 237.